Predict the product of the given reaction. From a dataset of Forward reaction prediction with 1.9M reactions from USPTO patents (1976-2016). (1) Given the reactants [H-].[Na+].[CH3:3][O:4][C:5]([CH2:7]P(OC)(OC)=O)=[O:6].[Si:14]([O:31][CH2:32][C@@H:33]([N:36]1[C@H:41]([C:42]2[CH:47]=[CH:46][C:45]([Cl:48])=[CH:44][CH:43]=2)[C@@H:40]([C:49]2[CH:54]=[CH:53][CH:52]=[C:51]([Cl:55])[CH:50]=2)[CH2:39][C@:38]([CH3:58])([CH:56]=O)[C:37]1=[O:59])[CH2:34][CH3:35])([C:27]([CH3:30])([CH3:29])[CH3:28])([C:21]1[CH:26]=[CH:25][CH:24]=[CH:23][CH:22]=1)[C:15]1[CH:20]=[CH:19][CH:18]=[CH:17][CH:16]=1, predict the reaction product. The product is: [Si:14]([O:31][CH2:32][C@@H:33]([N:36]1[C@H:41]([C:42]2[CH:43]=[CH:44][C:45]([Cl:48])=[CH:46][CH:47]=2)[C@@H:40]([C:49]2[CH:54]=[CH:53][CH:52]=[C:51]([Cl:55])[CH:50]=2)[CH2:39][C@@:38](/[CH:58]=[CH:7]/[C:5]([O:4][CH3:3])=[O:6])([CH3:56])[C:37]1=[O:59])[CH2:34][CH3:35])([C:27]([CH3:30])([CH3:29])[CH3:28])([C:15]1[CH:20]=[CH:19][CH:18]=[CH:17][CH:16]=1)[C:21]1[CH:26]=[CH:25][CH:24]=[CH:23][CH:22]=1. (2) Given the reactants [C-:1]#[N:2].C([Al+]CC)C.[CH3:8][C@H:9]([NH:12][C:13](=[O:22])[O:14][CH2:15][C:16]1[CH:21]=[CH:20][CH:19]=[CH:18][CH:17]=1)[CH:10]=[O:11].[NH4+].[Cl-].O, predict the reaction product. The product is: [C:1]([CH:10]([OH:11])[C@@H:9]([NH:12][C:13](=[O:22])[O:14][CH2:15][C:16]1[CH:21]=[CH:20][CH:19]=[CH:18][CH:17]=1)[CH3:8])#[N:2]. (3) Given the reactants [CH:1]1[C:13]2[NH:12][C:11]3[C:6](=[CH:7][CH:8]=[CH:9][CH:10]=3)[C:5]=2[CH:4]=[CH:3][CH:2]=1.Br[CH2:15][CH2:16][CH2:17][C:18]#[N:19], predict the reaction product. The product is: [CH:10]1[C:11]2[N:12]([CH2:15][CH2:16][CH2:17][C:18]#[N:19])[C:13]3[C:5](=[CH:4][CH:3]=[CH:2][CH:1]=3)[C:6]=2[CH:7]=[CH:8][CH:9]=1.